From a dataset of Full USPTO retrosynthesis dataset with 1.9M reactions from patents (1976-2016). Predict the reactants needed to synthesize the given product. (1) Given the product [F:60][C:54]1[C:55]([F:59])=[CH:56][CH:57]=[CH:58][C:53]=1[C:50]1[N:49]=[CH:48][C:47]([CH2:46][CH:42]([NH:41][C:39](=[O:40])[O:38][C:34]([CH3:36])([CH3:37])[CH3:35])[C:43]([N:9]([CH3:10])[CH3:8])=[O:44])=[CH:52][CH:51]=1, predict the reactants needed to synthesize it. The reactants are: F[P-](F)(F)(F)(F)F.[CH3:8][N+:9](C)=[C:10](N(C)C)ON1C2N=CC=CC=2N=N1.C(N(CC)C(C)C)(C)C.[C:34]([O:38][C:39]([NH:41][CH:42]([CH2:46][C:47]1[CH:48]=[N:49][C:50]([C:53]2[CH:58]=[CH:57][CH:56]=[C:55]([F:59])[C:54]=2[F:60])=[CH:51][CH:52]=1)[C:43](O)=[O:44])=[O:40])([CH3:37])([CH3:36])[CH3:35].CNC.O1CCCC1. (2) Given the product [F:15][C:12]1[CH:13]=[C:14]2[C:6]([C:4]([NH2:24])=[O:3])=[N:7][N:8]([CH2:16][C:17]3[CH:22]=[CH:21][CH:20]=[CH:19][C:18]=3[F:23])[C:9]2=[N:10][CH:11]=1, predict the reactants needed to synthesize it. The reactants are: C([O:3][C:4]([C:6]1[C:14]2[C:9](=[N:10][CH:11]=[C:12]([F:15])[CH:13]=2)[N:8]([CH2:16][C:17]2[CH:22]=[CH:21][CH:20]=[CH:19][C:18]=2[F:23])[N:7]=1)=O)C.[NH3:24]. (3) Given the product [C:1]([O:5][C:6]([N:8]1[CH2:13][CH2:12][CH:11]([O:14][C:15]2[CH:20]=[CH:19][C:18]([N:21]([CH:40]([CH3:46])[C:41]([O:43][CH2:44][CH3:45])=[O:42])[CH2:22]/[CH:23]=[CH:24]/[C:25]3[CH:32]=[CH:31][CH:30]=[C:27]([C:28]#[N:29])[CH:26]=3)=[CH:17][CH:16]=2)[CH2:10][CH2:9]1)=[O:7])([CH3:4])([CH3:2])[CH3:3], predict the reactants needed to synthesize it. The reactants are: [C:1]([O:5][C:6]([N:8]1[CH2:13][CH2:12][CH:11]([O:14][C:15]2[CH:20]=[CH:19][C:18]([NH:21][CH2:22]/[CH:23]=[CH:24]/[C:25]3[CH:26]=[C:27]([CH:30]=[CH:31][CH:32]=3)[C:28]#[N:29])=[CH:17][CH:16]=2)[CH2:10][CH2:9]1)=[O:7])([CH3:4])([CH3:3])[CH3:2].C(=O)([O-])[O-].[K+].[K+].Br[CH:40]([CH3:46])[C:41]([O:43][CH2:44][CH3:45])=[O:42].O. (4) Given the product [NH2:7][CH2:8][CH2:9][CH2:10][N:11]([CH2:16][C:17]1[CH:22]=[CH:21][CH:20]=[C:19]([C:23]2[CH:28]=[CH:27][N:26]=[C:25]([NH:31][CH2:32][CH2:33][C:34]3[CH:39]=[CH:38][C:37]([OH:40])=[CH:36][CH:35]=3)[N:24]=2)[CH:18]=1)[S:12]([CH3:15])(=[O:13])=[O:14], predict the reactants needed to synthesize it. The reactants are: C(OC(=O)[NH:7][CH2:8][CH2:9][CH2:10][N:11]([CH2:16][C:17]1[CH:22]=[CH:21][CH:20]=[C:19]([C:23]2[CH:28]=[CH:27][N:26]=[C:25](Cl)[N:24]=2)[CH:18]=1)[S:12]([CH3:15])(=[O:14])=[O:13])(C)(C)C.[NH2:31][CH2:32][CH2:33][C:34]1[CH:39]=[CH:38][C:37]([OH:40])=[CH:36][CH:35]=1. (5) Given the product [F:35][C:36]([F:47])([F:46])[C:37]1[CH:42]=[CH:41][CH:40]=[CH:39][C:38]=1[C:14]1[CH:15]=[C:10]([CH:5]([CH2:6][CH:7]([CH3:8])[CH3:9])[C:4]([OH:3])=[O:34])[C:11]([C:36]([F:47])([F:46])[F:35])=[C:12]([C:24]2[CH:25]=[CH:26][CH:27]=[CH:28][CH:29]=2)[CH:13]=1, predict the reactants needed to synthesize it. The reactants are: C([O:3][C:4](=[O:34])[CH:5]([C:10]1[CH:11]=[C:12]([C:24]2[CH:29]=[CH:28][C:27](C(F)(F)F)=[CH:26][CH:25]=2)[CH:13]=[C:14](OS(C(F)(F)F)(=O)=O)[CH:15]=1)[CH2:6][CH:7]([CH3:9])[CH3:8])C.[F:35][C:36]([F:47])([F:46])[C:37]1[CH:42]=[CH:41][CH:40]=[CH:39][C:38]=1B(O)O. (6) Given the product [F:1][C:2]1[CH:3]=[CH:4][C:5]([CH2:8][C:9]2[CH:18]=[C:17]3[C:12]([C:13]([OH:32])=[C:14]([C:28]([NH:34][CH3:33])=[O:30])[C:15](=[O:27])[N:16]3[C:19]3[CH:24]=[CH:23][C:22]([O:25][CH3:26])=[CH:21][CH:20]=3)=[N:11][CH:10]=2)=[CH:6][CH:7]=1, predict the reactants needed to synthesize it. The reactants are: [F:1][C:2]1[CH:7]=[CH:6][C:5]([CH2:8][C:9]2[CH:18]=[C:17]3[C:12]([C:13]([OH:32])=[C:14]([C:28]([O:30]C)=O)[C:15](=[O:27])[N:16]3[C:19]3[CH:24]=[CH:23][C:22]([O:25][CH3:26])=[CH:21][CH:20]=3)=[N:11][CH:10]=2)=[CH:4][CH:3]=1.[CH3:33][NH2:34]. (7) The reactants are: [CH2:1]([O:8][C:9]([N:11]1[CH2:16][CH2:15][NH:14][CH2:13][CH2:12]1)=[O:10])[C:2]1[CH:7]=[CH:6][CH:5]=[CH:4][CH:3]=1.F[C:18]1[CH:23]=[C:22]([CH3:24])[CH:21]=[CH:20][C:19]=1[N+:25]([O-:27])=[O:26].C(=O)([O-])[O-].[K+].[K+].O. Given the product [CH2:1]([O:8][C:9]([N:11]1[CH2:16][CH2:15][N:14]([C:18]2[CH:23]=[C:22]([CH3:24])[CH:21]=[CH:20][C:19]=2[N+:25]([O-:27])=[O:26])[CH2:13][CH2:12]1)=[O:10])[C:2]1[CH:7]=[CH:6][CH:5]=[CH:4][CH:3]=1, predict the reactants needed to synthesize it. (8) Given the product [NH2:8][CH2:9][CH2:10][N:11]1[CH2:19][C:18]2[C:13](=[CH:14][CH:15]=[C:16]([C:20]([NH:22][C@H:23]3[CH2:24][C:25]4[CH:37]=[CH:36][CH:35]=[C:27]([C:28]([OH:30])=[O:29])[C:26]=4[O:48][B:40]3[OH:41])=[O:21])[CH:17]=2)[CH2:12]1, predict the reactants needed to synthesize it. The reactants are: C(OC([NH:8][CH2:9][CH2:10][N:11]1[CH2:19][C:18]2[C:13](=[CH:14][CH:15]=[C:16]([C:20]([NH:22][C@H:23]([B:40]3[O:48]C4C(C)(C5CC(C4)C5(C)C)[O:41]3)[CH2:24][C:25]3[C:26](OC)=[C:27]([CH:35]=[CH:36][CH:37]=3)[C:28]([O:30]C(C)(C)C)=[O:29])=[O:21])[CH:17]=2)[CH2:12]1)=O)(C)(C)C.B(Cl)(Cl)Cl. (9) Given the product [Br:1][C:2]1[CH:7]=[CH:6][C:5]([C@@H:8]([NH:10][C:13](=[O:12])[O:15][C:16]([CH3:19])([CH3:18])[CH3:17])[CH3:9])=[CH:4][CH:3]=1, predict the reactants needed to synthesize it. The reactants are: [Br:1][C:2]1[CH:7]=[CH:6][C:5]([C@@H:8]([NH2:10])[CH3:9])=[CH:4][CH:3]=1.C(=O)(OC(C)(C)C)[O:12][C:13]([O:15][C:16]([CH3:19])([CH3:18])[CH3:17])=O.